From a dataset of Full USPTO retrosynthesis dataset with 1.9M reactions from patents (1976-2016). Predict the reactants needed to synthesize the given product. (1) Given the product [Cl:26][C:7]1[C:8]([C:12]([NH:14][CH2:15][C:16]23[CH2:23][CH:22]4[CH2:21][CH:20]([CH2:19][CH:18]([CH2:24]4)[CH2:17]2)[CH2:25]3)=[O:13])=[C:9]2[C:4](=[CH:5][CH:6]=1)[N:3]=[C:2]([N:29]1[CH2:30][C@H:31]3[C@H:27]([CH:32]3[C:33]([OH:35])=[O:34])[CH2:28]1)[CH:11]=[CH:10]2, predict the reactants needed to synthesize it. The reactants are: Cl[C:2]1[CH:11]=[CH:10][C:9]2[C:8]([C:12]([NH:14][CH2:15][C:16]34[CH2:25][CH:20]5[CH2:21][CH:22]([CH2:24][CH:18]([CH2:19]5)[CH2:17]3)[CH2:23]4)=[O:13])=[C:7]([Cl:26])[CH:6]=[CH:5][C:4]=2[N:3]=1.[C@H:27]12[CH:32]([C:33]([O:35]C(C)(C)C)=[O:34])[C@H:31]1[CH2:30][NH:29][CH2:28]2. (2) Given the product [F:19][C:2]([F:1])([F:18])[C:3]([C:5]1[C:13]2[C:8](=[CH:9][C:10]([C:14]([F:15])([F:16])[F:17])=[CH:11][CH:12]=2)[N:7]([CH3:20])[CH:6]=1)=[O:4], predict the reactants needed to synthesize it. The reactants are: [F:1][C:2]([F:19])([F:18])[C:3]([C:5]1[C:13]2[C:8](=[CH:9][C:10]([C:14]([F:17])([F:16])[F:15])=[CH:11][CH:12]=2)[NH:7][CH:6]=1)=[O:4].[C:20](=O)([O-])[O-].[K+].[K+].IC.O. (3) Given the product [F:1][C:2]1[C:7]([C:8](=[O:10])[CH3:9])=[CH:6][CH:5]=[CH:4][N:3]=1, predict the reactants needed to synthesize it. The reactants are: [F:1][C:2]1[C:7]([CH:8]([OH:10])[CH3:9])=[CH:6][CH:5]=[CH:4][N:3]=1.C(N(CC)CC)C.O. (4) Given the product [CH3:1][N:2]1[C:10]([CH2:11][N:36]2[CH2:35][CH2:34][C:33]3([O:29][C:30](=[O:39])[NH:31][CH2:32]3)[CH2:38][CH2:37]2)=[N:9][C:8]2[C:3]1=[N:4][C:5]([N:19]1[C:23]3[CH:24]=[CH:25][CH:26]=[CH:27][C:22]=3[N:21]=[C:20]1[CH3:28])=[N:6][C:7]=2[N:13]1[CH2:14][CH2:15][O:16][CH2:17][CH2:18]1, predict the reactants needed to synthesize it. The reactants are: [CH3:1][N:2]1[C:10]([CH:11]=O)=[N:9][C:8]2[C:3]1=[N:4][C:5]([N:19]1[C:23]3[CH:24]=[CH:25][CH:26]=[CH:27][C:22]=3[N:21]=[C:20]1[CH3:28])=[N:6][C:7]=2[N:13]1[CH2:18][CH2:17][O:16][CH2:15][CH2:14]1.[O:29]1[C:33]2([CH2:38][CH2:37][NH:36][CH2:35][CH2:34]2)[CH2:32][NH:31][C:30]1=[O:39].C(O[BH-](OC(=O)C)OC(=O)C)(=O)C.[Na+]. (5) Given the product [NH2:1][C:2]1[C:3]([CH3:15])=[C:4]([CH:8]=[CH:9][C:10]=1[S:11]([CH3:14])(=[O:13])=[O:12])[C:5]([C:20]1[C:19]([CH3:23])=[N:18][N:17]([CH3:16])[C:21]=1[OH:22])=[O:7], predict the reactants needed to synthesize it. The reactants are: [NH2:1][C:2]1[C:3]([CH3:15])=[C:4]([CH:8]=[CH:9][C:10]=1[S:11]([CH3:14])(=[O:13])=[O:12])[C:5]([OH:7])=O.[CH3:16][N:17]1[C:21]([OH:22])=[CH:20][C:19]([CH3:23])=[N:18]1.Cl.CN(C)CCCN=C=NCC.CCN(CC)CC.[Si](C#N)(C)(C)C.[C-]#N.[K+]. (6) Given the product [Br:1][C:2]1[CH:3]=[CH:4][C:5]([F:18])=[C:6]([C@@:8]2([CH3:17])[NH:13][C:12](=[S:28])[CH2:11][S:10](=[O:16])(=[O:15])[CH2:9]2)[CH:7]=1, predict the reactants needed to synthesize it. The reactants are: [Br:1][C:2]1[CH:3]=[CH:4][C:5]([F:18])=[C:6]([C@@:8]2([CH3:17])[NH:13][C:12](=O)[CH2:11][S:10](=[O:16])(=[O:15])[CH2:9]2)[CH:7]=1.COC1C=CC(P2(SP(C3C=CC(OC)=CC=3)(=S)S2)=[S:28])=CC=1. (7) The reactants are: [C:1]([CH2:3][C:4]1([CH2:10][N:11]([C@@H:18]2[CH2:20][C@H:19]2[C:21]2[CH:26]=[CH:25][CH:24]=[CH:23][CH:22]=2)[C:12](=[O:17])[C:13]([F:16])([F:15])[F:14])[CH2:9][CH2:8][NH:7][CH2:6][CH2:5]1)#[N:2].[N:27]1[CH:32]=[CH:31][CH:30]=[C:29]([CH:33]=[O:34])[CH:28]=1.C(O[BH-](OC(=O)C)OC(=O)C)(=O)C.[Na+]. Given the product [C:21]1([C@@H:19]2[CH2:20][C@H:18]2[NH:11][CH2:10][C:4]2([CH2:3][C:1]#[N:2])[CH2:9][CH2:8][N:7]([CH2:33][C:29]3[CH:28]=[N:27][CH:32]=[CH:31][CH:30]=3)[CH2:6][CH2:5]2)[CH:22]=[CH:23][CH:24]=[CH:25][CH:26]=1.[C:12]([OH:17])([C:13]([F:16])([F:15])[F:14])=[O:34], predict the reactants needed to synthesize it.